Dataset: Forward reaction prediction with 1.9M reactions from USPTO patents (1976-2016). Task: Predict the product of the given reaction. (1) Given the reactants Cl[C:2]1[N:7]=[CH:6][N:5]=[C:4]2[N:8]([CH3:11])[N:9]=[CH:10][C:3]=12.[NH2:12][C:13]1[CH:14]=[C:15]([CH:29]=[CH:30][C:31]=1[CH3:32])[C:16]([NH:18][C:19]1[CH:24]=[CH:23][CH:22]=[C:21]([C:25]([F:28])([F:27])[F:26])[CH:20]=1)=[O:17], predict the reaction product. The product is: [CH3:32][C:31]1[CH:30]=[CH:29][C:15]([C:16]([NH:18][C:19]2[CH:24]=[CH:23][CH:22]=[C:21]([C:25]([F:26])([F:27])[F:28])[CH:20]=2)=[O:17])=[CH:14][C:13]=1[NH:12][C:2]1[N:7]=[CH:6][N:5]=[C:4]2[N:8]([CH3:11])[N:9]=[CH:10][C:3]=12. (2) The product is: [C:1]([O:5][C:6](=[O:23])[NH:7][C@H:8]([CH2:9][C:10]1[CH:15]=[CH:14][CH:13]=[CH:12][C:11]=1[F:16])[C:17](=[O:22])[CH2:36][C:31]1[C:30]([C:29](=[O:37])[NH:28][CH:24]([CH3:25])[CH3:26])=[CH:35][CH:34]=[CH:33][N:32]=1)([CH3:2])([CH3:3])[CH3:4]. Given the reactants [C:1]([O:5][C:6](=[O:23])[NH:7][C@@H:8]([C:17](=[O:22])N(OC)C)[CH2:9][C:10]1[CH:15]=[CH:14][CH:13]=[CH:12][C:11]=1[F:16])([CH3:4])([CH3:3])[CH3:2].[C:24]([NH:28][C:29](=[O:37])[C:30]1[CH:35]=[CH:34][CH:33]=[N:32][C:31]=1[CH3:36])(C)([CH3:26])[CH3:25], predict the reaction product. (3) Given the reactants [CH:1]1([NH2:8])[CH2:7][CH2:6][CH2:5][CH2:4][CH2:3][CH2:2]1.Cl[C:10]1[C:11]2[CH:19]=[C:18]([F:20])[N:17]=[CH:16][C:12]=2[N:13]=[CH:14][N:15]=1, predict the reaction product. The product is: [CH:1]1([NH:8][C:10]2[C:11]3[CH:19]=[C:18]([F:20])[N:17]=[CH:16][C:12]=3[N:13]=[CH:14][N:15]=2)[CH2:7][CH2:6][CH2:5][CH2:4][CH2:3][CH2:2]1. (4) Given the reactants [CH3:1][C:2]1([CH3:27])[O:6][C@@H:5]([C@H:7]([CH2:22][CH:23]([CH3:25])[CH3:24])[C:8]([O:10]C2C(F)=C(F)C(F)=C(F)C=2F)=O)[C:4](=[O:26])[O:3]1.ONC(=O)[C@@H](O)[C@@H](C(N1CCN(C2C=CC=CN=2)CC1)=O)CC(C)C.ONC(=O)[C@@H](O)[C@@H](C([N:64]1[CH2:69][CH2:68][N:67]([C:70]2[CH:75]=[CH:74][CH:73]=[CH:72][N:71]=2)[CH2:66][C@H:65]1[CH3:76])=O)CC(C)C.O, predict the reaction product. The product is: [CH3:27][C:2]1([CH3:1])[O:3][C:4](=[O:26])[C@H:5]([C@@H:7]([C:8]([N:64]2[CH2:69][CH2:68][N:67]([C:70]3[CH:75]=[CH:74][CH:73]=[CH:72][N:71]=3)[CH2:66][C@@H:65]2[CH3:76])=[O:10])[CH2:22][CH:23]([CH3:24])[CH3:25])[O:6]1. (5) The product is: [CH3:1][O:2][C:3](=[O:32])[CH2:4][C:5]1[C:14]([CH3:15])=[C:13]([CH2:16][C:17]2[CH:18]=[CH:19][C:20]([OH:23])=[CH:21][CH:22]=2)[C:12]2[C:7](=[CH:8][CH:9]=[C:10]([F:31])[CH:11]=2)[CH:6]=1. Given the reactants [CH3:1][O:2][C:3](=[O:32])[CH2:4][C:5]1[C:14]([CH3:15])=[C:13]([CH2:16][C:17]2[CH:22]=[CH:21][C:20]([O:23]CC3C=CC=CC=3)=[CH:19][CH:18]=2)[C:12]2[C:7](=[CH:8][CH:9]=[C:10]([F:31])[CH:11]=2)[CH:6]=1, predict the reaction product. (6) Given the reactants [Br:1][C:2]1[C:11](O)=[CH:10][C:5]([C:6]([O:8][CH3:9])=[O:7])=[CH:4][C:3]=1[OH:13].[C:14](=O)([O-])[O-].[K+].[K+].[CH2:20](I)[CH3:21].O.CN([CH:27]=[O:28])C, predict the reaction product. The product is: [Br:1][C:2]1[C:3]([O:13][CH2:20][CH3:21])=[CH:4][C:5]([C:6]([O:8][CH3:9])=[O:7])=[CH:10][C:11]=1[O:28][CH2:27][CH3:14]. (7) Given the reactants Cl.Cl.[Br:3][C:4]1[C:5]2[N:6]([CH:22]=[N:23][CH:24]=2)[C:7]([N:16]2[CH2:21][CH2:20][NH:19][CH2:18][CH2:17]2)=[C:8]([C:10]([N:12]([O:14][CH3:15])[CH3:13])=[O:11])[CH:9]=1.C(N(CC)C(C)C)(C)C.[C:34](OC(=O)C)(=[O:36])[CH3:35], predict the reaction product. The product is: [C:34]([N:19]1[CH2:18][CH2:17][N:16]([C:7]2[N:6]3[CH:22]=[N:23][CH:24]=[C:5]3[C:4]([Br:3])=[CH:9][C:8]=2[C:10]([N:12]([O:14][CH3:15])[CH3:13])=[O:11])[CH2:21][CH2:20]1)(=[O:36])[CH3:35]. (8) Given the reactants [N:1]([CH2:4][C@@H:5]([NH2:15])[CH2:6][C:7]1[CH:12]=[CH:11][C:10]([Cl:13])=[CH:9][C:8]=1[Cl:14])=[N+:2]=[N-:3].[CH3:16][C@H:17]1[C:25]2[C:24]([C:26]3[S:30][C:29]([C:31](O)=[O:32])=[CH:28][CH:27]=3)=[N:23][CH:22]=[N:21][C:20]=2[CH2:19][CH2:18]1.CN(C(ON1N=NC2C=CC=CC1=2)=[N+](C)C)C.F[P-](F)(F)(F)(F)F.CCN(C(C)C)C(C)C, predict the reaction product. The product is: [N:1]([CH2:4][C@@H:5]([NH:15][C:31]([C:29]1[S:30][C:26]([C:24]2[C:25]3[C@H:17]([CH3:16])[CH2:18][CH2:19][C:20]=3[N:21]=[CH:22][N:23]=2)=[CH:27][CH:28]=1)=[O:32])[CH2:6][C:7]1[CH:12]=[CH:11][C:10]([Cl:13])=[CH:9][C:8]=1[Cl:14])=[N+:2]=[N-:3].